The task is: Regression. Given two drug SMILES strings and cell line genomic features, predict the synergy score measuring deviation from expected non-interaction effect.. This data is from Merck oncology drug combination screen with 23,052 pairs across 39 cell lines. (1) Cell line: HT29. Drug 1: C#Cc1cccc(Nc2ncnc3cc(OCCOC)c(OCCOC)cc23)c1. Synergy scores: synergy=6.11. Drug 2: COC1=C2CC(C)CC(OC)C(O)C(C)C=C(C)C(OC(N)=O)C(OC)C=CC=C(C)C(=O)NC(=CC1=O)C2=O. (2) Drug 1: COC12C(COC(N)=O)C3=C(C(=O)C(C)=C(N)C3=O)N1CC1NC12. Drug 2: CCN(CC)CCNC(=O)c1c(C)[nH]c(C=C2C(=O)Nc3ccc(F)cc32)c1C. Cell line: UWB1289BRCA1. Synergy scores: synergy=11.0. (3) Drug 1: O=c1[nH]cc(F)c(=O)[nH]1. Drug 2: Cn1cc(-c2cnn3c(N)c(Br)c(C4CCCNC4)nc23)cn1. Cell line: T47D. Synergy scores: synergy=2.46. (4) Drug 1: CS(=O)(=O)CCNCc1ccc(-c2ccc3ncnc(Nc4ccc(OCc5cccc(F)c5)c(Cl)c4)c3c2)o1. Drug 2: C#Cc1cccc(Nc2ncnc3cc(OCCOC)c(OCCOC)cc23)c1. Cell line: NCIH23. Synergy scores: synergy=-11.4. (5) Drug 1: CCc1c2c(nc3ccc(O)cc13)-c1cc3c(c(=O)n1C2)COC(=O)C3(O)CC. Drug 2: CNC(=O)c1cc(Oc2ccc(NC(=O)Nc3ccc(Cl)c(C(F)(F)F)c3)cc2)ccn1. Cell line: VCAP. Synergy scores: synergy=4.95. (6) Drug 1: C=CCn1c(=O)c2cnc(Nc3ccc(N4CCN(C)CC4)cc3)nc2n1-c1cccc(C(C)(C)O)n1. Drug 2: NC(=O)c1cccc2cn(-c3ccc(C4CCCNC4)cc3)nc12. Cell line: MDAMB436. Synergy scores: synergy=16.5.